From a dataset of Peptide-MHC class I binding affinity with 185,985 pairs from IEDB/IMGT. Regression. Given a peptide amino acid sequence and an MHC pseudo amino acid sequence, predict their binding affinity value. This is MHC class I binding data. The peptide sequence is RRDNRGGF. The MHC is Mamu-B03 with pseudo-sequence Mamu-B03. The binding affinity (normalized) is 0.192.